From a dataset of Retrosynthesis with 50K atom-mapped reactions and 10 reaction types from USPTO. Predict the reactants needed to synthesize the given product. (1) Given the product Nc1ccc(-c2nc3cc(Br)cnc3[nH]2)cc1, predict the reactants needed to synthesize it. The reactants are: O=[N+]([O-])c1ccc(-c2nc3cc(Br)cnc3[nH]2)cc1. (2) Given the product Brc1ccc(OC2CCC2)cc1, predict the reactants needed to synthesize it. The reactants are: BrC1CCC1.Oc1ccc(Br)cc1. (3) Given the product O=Cc1cn(Cc2ccccc2F)c2ccccc12, predict the reactants needed to synthesize it. The reactants are: Fc1ccccc1CBr.O=Cc1c[nH]c2ccccc12. (4) Given the product COC(=O)N1c2ccc(-c3csc(C4(OC)CN(C(=O)OC(C)(C)C)C4)n3)c(OC3CCC3)c2CC[C@@H]1C, predict the reactants needed to synthesize it. The reactants are: CI.COC(=O)N1c2ccc(-c3csc(C4(O)CN(C(=O)OC(C)(C)C)C4)n3)c(OC3CCC3)c2CC[C@@H]1C. (5) Given the product CC(C)OC(=O)C(C(=O)N1CCOCC1)=C1SC=CS1, predict the reactants needed to synthesize it. The reactants are: C1COCCN1.CCOC(=O)OC(=O)C(C(=O)OC(C)C)=C1SC=CS1. (6) Given the product Cc1cc(N)ccc1-c1ccc(C#N)cc1, predict the reactants needed to synthesize it. The reactants are: Cc1cc([N+](=O)[O-])ccc1-c1ccc(C#N)cc1.